This data is from Forward reaction prediction with 1.9M reactions from USPTO patents (1976-2016). The task is: Predict the product of the given reaction. (1) Given the reactants C(OC(=O)C(C1C=CC(/C=C/C(=O)NC2C=CC=CC=2NC(OC(C)(C)C)=O)=CC=1)[CH2:6][CH2:7][O:8][Si:9]([C:12]([CH3:15])([CH3:14])[CH3:13])([CH3:11])[CH3:10])C.[Br:42]CCO.[Si](Cl)(C(C)(C)C)(C)C, predict the reaction product. The product is: [Br:42][CH2:6][CH2:7][O:8][Si:9]([C:12]([CH3:15])([CH3:14])[CH3:13])([CH3:11])[CH3:10]. (2) The product is: [CH3:1][O:2][C:3](=[O:13])[CH2:4][CH2:5][CH2:6][CH2:7][CH2:8][CH2:9][CH2:10][CH2:11][O:12][Si:25]([C:21]([CH3:24])([CH3:23])[CH3:22])([C:32]1[CH:33]=[CH:34][CH:35]=[CH:36][CH:37]=1)[C:26]1[CH:31]=[CH:30][CH:29]=[CH:28][CH:27]=1. Given the reactants [CH3:1][O:2][C:3](=[O:13])[CH2:4][CH2:5][CH2:6][CH2:7][CH2:8][CH2:9][CH2:10][CH2:11][OH:12].CCN(CC)CC.[C:21]([Si:25](Cl)([C:32]1[CH:37]=[CH:36][CH:35]=[CH:34][CH:33]=1)[C:26]1[CH:31]=[CH:30][CH:29]=[CH:28][CH:27]=1)([CH3:24])([CH3:23])[CH3:22].[NH4+].[Cl-], predict the reaction product. (3) The product is: [CH3:95][CH:96]([NH:98][CH2:99][CH:100]([OH:113])[CH2:101][O:102][C:5]1[CH:4]=[CH:3][C:2]([CH2:88][CH2:87][C:92]([O:94][CH3:33])=[O:93])=[CH:1][CH:6]=1)[CH3:97]. Given the reactants [CH:1]1[CH:2]=[CH:3][C:4](SC[C@H]2O[C@@H](N3C4=NC=NC(N[C@H]5[C@H](O)CCC5)=C4N=C3)[C@H](O)[C@@H]2O)=[C:5](F)[CH:6]=1.[CH3:33]NC1(C2C=CC=CC=2Cl)C(=O)CCCC1.CC1C=CC=C(C)C=1NC1SCCCN=1.CC(C1C=CC2SC3C=CC=CC=3N(CCCN(C)C)C=2C=1)=O.[CH:87](/[C:92]([OH:94])=[O:93])=[CH:88]/C(O)=O.[CH3:95][CH:96]([NH:98][CH2:99][CH:100]([OH:113])[CH2:101][O:102]C1C=CC(CCOC)=CC=1)[CH3:97].CC(NCC(O)COC1C=CC=C2C=CC=CC=12)C, predict the reaction product. (4) Given the reactants [Br:1][C:2]1[CH:3]=[C:4]([CH:7]=[C:8]([O:10][CH3:11])[CH:9]=1)[C:5]#[N:6].B, predict the reaction product. The product is: [Br:1][C:2]1[CH:3]=[C:4]([CH2:5][NH2:6])[CH:7]=[C:8]([O:10][CH3:11])[CH:9]=1. (5) Given the reactants [C:1]([OH:9])(=O)[C:2]1[CH:7]=[CH:6][CH:5]=[N:4][CH:3]=1.C(Cl)CCl.C1C=CC2N(O)N=NC=2C=1.[NH2:24][CH2:25][CH2:26][NH:27][C:28]1[C:38]2[CH2:37][CH2:36][N:35]([C:39](=[O:44])[C:40]([F:43])([F:42])[F:41])[CH2:34][CH2:33][C:32]=2[CH:31]=[CH:30][C:29]=1[Cl:45], predict the reaction product. The product is: [Cl:45][C:29]1[CH:30]=[CH:31][C:32]2[CH2:33][CH2:34][N:35]([C:39](=[O:44])[C:40]([F:42])([F:41])[F:43])[CH2:36][CH2:37][C:38]=2[C:28]=1[NH:27][CH2:26][CH2:25][NH:24][C:1]([C:2]1[CH:3]=[N:4][CH:5]=[CH:6][CH:7]=1)=[O:9]. (6) Given the reactants [CH:1]1[C:10]2[C:5](=[CH:6][CH:7]=[CH:8][CH:9]=2)[CH:4]=[CH:3][C:2]=1[OH:11].[F:12][C:13]1[CH:14]=[C:15]([CH:18]=[C:19]([F:22])[C:20]=1[F:21])[CH:16]=O.[C:23]([CH2:25][C:26]([O:28][CH2:29][CH3:30])=[O:27])#[N:24].N1CCCCC1, predict the reaction product. The product is: [CH2:29]([O:28][C:26]([C:25]1[CH:16]([C:15]2[CH:14]=[C:13]([F:12])[C:20]([F:21])=[C:19]([F:22])[CH:18]=2)[C:3]2[C:2](=[CH:1][C:10]3[CH:9]=[CH:8][CH:7]=[CH:6][C:5]=3[CH:4]=2)[O:11][C:23]=1[NH2:24])=[O:27])[CH3:30]. (7) Given the reactants [Cl:1][C:2]1[N:7]=[C:6]2[CH:8]=[C:9]([CH2:18]Cl)[N:10]([CH2:11][CH2:12][CH2:13][S:14]([CH3:17])(=[O:16])=[O:15])[C:5]2=[CH:4][CH:3]=1.[NH:20]1[C:24]2=[CH:25][N:26]=[CH:27][CH:28]=[C:23]2[C:22]2([CH2:30][CH2:29]2)[C:21]1=[O:31].[Na], predict the reaction product. The product is: [Cl:1][C:2]1[N:7]=[C:6]2[CH:8]=[C:9]([CH2:18][N:20]3[C:24]4=[CH:25][N:26]=[CH:27][CH:28]=[C:23]4[C:22]4([CH2:29][CH2:30]4)[C:21]3=[O:31])[N:10]([CH2:11][CH2:12][CH2:13][S:14]([CH3:17])(=[O:16])=[O:15])[C:5]2=[CH:4][CH:3]=1. (8) Given the reactants [CH3:1][O:2][C:3]1[CH:8]=[C:7]([CH3:9])[CH:6]=[CH:5][C:4]=1[C:10]([CH3:24])([CH3:23])[CH2:11][C:12]([OH:22])([C:15]([F:21])([F:20])[C:16]([F:19])([F:18])[F:17])[CH:13]=O.[NH2:25][C:26]1[CH:35]=[CH:34][CH:33]=[C:32]2[C:27]=1[CH:28]=[CH:29][C:30](=[O:36])[NH:31]2, predict the reaction product. The product is: [OH:22][C:12]1([C:15]([F:20])([F:21])[C:16]([F:18])([F:19])[F:17])[CH2:11][C:10]([CH3:23])([CH3:24])[C:4]2[C:5](=[CH:6][C:7]([CH3:9])=[CH:8][C:3]=2[O:2][CH3:1])[CH:13]1[NH:25][C:26]1[CH:35]=[CH:34][CH:33]=[C:32]2[C:27]=1[CH:28]=[CH:29][C:30](=[O:36])[NH:31]2. (9) Given the reactants [CH3:1][O:2][C:3]1[CH:8]=[CH:7][C:6](B(O)O)=[CH:5][CH:4]=1.Br[C:13]1[N:18]=[CH:17][CH:16]=[CH:15][N:14]=1.C(=O)([O-])[O-].[Cs+].[Cs+], predict the reaction product. The product is: [CH3:1][O:2][C:3]1[CH:8]=[CH:7][C:6]([C:13]2[N:18]=[CH:17][CH:16]=[CH:15][N:14]=2)=[CH:5][CH:4]=1.